Dataset: Catalyst prediction with 721,799 reactions and 888 catalyst types from USPTO. Task: Predict which catalyst facilitates the given reaction. (1) Reactant: [CH2:1]([O:3][C:4]([C:6]1[C:7]([CH3:26])=[N:8][C:9]([NH:13][CH2:14]/[CH:15]=[CH:16]/[C:17]2[CH:22]=[C:21]([O:23][CH3:24])[CH:20]=[CH:19][C:18]=2[F:25])=[N:10][C:11]=1[CH3:12])=[O:5])[CH3:2]. Product: [CH2:1]([O:3][C:4]([C:6]1[C:11]([CH3:12])=[N:10][C:9]([NH:13][CH2:14][CH2:15][CH2:16][C:17]2[CH:22]=[C:21]([O:23][CH3:24])[CH:20]=[CH:19][C:18]=2[F:25])=[N:8][C:7]=1[CH3:26])=[O:5])[CH3:2]. The catalyst class is: 50. (2) Reactant: [C:1](=[O:4])([O-])[O-].[Cs+].[Cs+].[Cl:7][C:8]1[CH:9]=[CH:10][C:11]2[S:15][C:14](=O)[NH:13][C:12]=2[CH:17]=1.CI. Product: [Cl:7][C:8]1[CH:9]=[CH:10][C:11]2[S:15][C:1](=[O:4])[N:13]([CH3:14])[C:12]=2[CH:17]=1. The catalyst class is: 3.